Task: Regression/Classification. Given a drug SMILES string, predict its absorption, distribution, metabolism, or excretion properties. Task type varies by dataset: regression for continuous measurements (e.g., permeability, clearance, half-life) or binary classification for categorical outcomes (e.g., BBB penetration, CYP inhibition). Dataset: cyp2d6_veith.. Dataset: CYP2D6 inhibition data for predicting drug metabolism from PubChem BioAssay (1) The drug is Cc1ccc(N2CCN(CCC(=O)O)CC2)cc1. The result is 0 (non-inhibitor). (2) The compound is CN(CCCNC(=O)c1cccn2c(=O)c3ccccc3nc12)Cc1ccccc1. The result is 1 (inhibitor). (3) The drug is CC(=O)N(/N=C1\Sc2ccccc2C1=O)c1ccccc1. The result is 0 (non-inhibitor). (4) The molecule is O=C(Nc1cccc(F)c1)N1CC2(CCN(C(=O)c3ccncc3)CC2)C1. The result is 1 (inhibitor). (5) The molecule is Cc1cnc(CNc2ccnc(-c3ccccc3CN(C)C)n2)cn1. The result is 1 (inhibitor). (6) The molecule is COc1ccc(CNCCC(c2ccc(OC(C)C)cc2)C(C)C)cc1OC. The result is 1 (inhibitor). (7) The molecule is C=CCNC(=O)c1onc(CSc2ccc(F)cc2)c1C(=O)O. The result is 0 (non-inhibitor). (8) The compound is CC(C)C(C(=O)NCC1CCCO1)N(Cc1ccco1)C(=O)CNS(=O)(=O)c1ccc(F)cc1. The result is 0 (non-inhibitor). (9) The drug is CC1CCC(NC(=O)CC(C)(C)Cc2nc3ccccc3c(=O)[nH]2)CC1. The result is 0 (non-inhibitor). (10) The compound is COc1ncc2nc(C)c(=O)n(C)c2n1. The result is 0 (non-inhibitor).